Dataset: Full USPTO retrosynthesis dataset with 1.9M reactions from patents (1976-2016). Task: Predict the reactants needed to synthesize the given product. (1) The reactants are: [OH:1][C:2]1[CH:10]=[CH:9][C:8]([C:11]([F:14])([F:13])[F:12])=[CH:7][C:3]=1[C:4](O)=[O:5].B.O.Cl. Given the product [OH:5][CH2:4][C:3]1[CH:7]=[C:8]([C:11]([F:13])([F:14])[F:12])[CH:9]=[CH:10][C:2]=1[OH:1], predict the reactants needed to synthesize it. (2) Given the product [CH3:64][O:63][C:54](=[O:62])[C:55]1[CH:61]=[CH:60][CH:59]=[CH:58][C:56]=1[NH:57][C:2]1[CH:10]=[C:9]2[C:5]([C:6]([CH:11]=[CH:12][C:13]3[CH:18]=[CH:17][C:16]([CH2:19][CH3:20])=[CH:15][N:14]=3)=[N:7][NH:8]2)=[CH:4][CH:3]=1, predict the reactants needed to synthesize it. The reactants are: Cl[C:2]1[CH:10]=[C:9]2[C:5]([C:6]([CH:11]=[CH:12][C:13]3[CH:18]=[CH:17][C:16]([CH2:19][CH3:20])=[CH:15][N:14]=3)=[N:7][NH:8]2)=[CH:4][CH:3]=1.C1(P(C2C=CC=CC=2C2C=CC=CC=2)C2CCCCC2)CCCCC1.[O-]P([O-])([O-])=O.[K+].[K+].[K+].[C:54]([O:63][CH3:64])(=[O:62])[C:55]1[C:56](=[CH:58][CH:59]=[CH:60][CH:61]=1)[NH2:57]. (3) Given the product [Cl:1][C:2]1[CH:3]=[CH:4][C:5]2[C:12]3[C:13]([CH3:26])=[N:14][O:15][C:16]=3[C@H:17]([CH3:18])[NH:19][C:7](=[O:8])[C:6]=2[CH:11]=1, predict the reactants needed to synthesize it. The reactants are: [Cl:1][C:2]1[CH:3]=[CH:4][C:5]([C:12]2[C:13]([CH3:26])=[N:14][O:15][C:16]=2[C@@H:17]([NH:19][S@](C(C)(C)C)=O)[CH3:18])=[C:6]([CH:11]=1)[C:7](OC)=[O:8].Cl.C([Mg]Cl)(C)C. (4) Given the product [Cl:1][C:2]1[N:3]=[C:4]([NH2:9])[S:5][C:6]=1[O:7][CH3:8], predict the reactants needed to synthesize it. The reactants are: [Cl:1][C:2]1[N:3]=[C:4]([N:9]2C(=O)C3C(=CC=CC=3)C2=O)[S:5][C:6]=1[O:7][CH3:8].NN.O. (5) Given the product [N:2]1[C:11]2[NH:10][CH2:9][CH2:8][CH2:7][C:6]=2[CH:5]=[CH:4][C:3]=1[CH2:12][CH2:13][CH2:14][CH2:15][C:16]([NH:34][CH2:39][CH2:38][C:43]([OH:44])=[O:32])=[O:18], predict the reactants needed to synthesize it. The reactants are: Cl.[N:2]1[C:11]2[NH:10][CH2:9][CH2:8][CH2:7][C:6]=2[CH:5]=[CH:4][C:3]=1[CH2:12][CH2:13][CH2:14][CH2:15][C:16]([OH:18])=O.C(Cl)CCl.C1C=CC2N([OH:32])N=NC=2C=1.C[N:34]1[CH2:39][CH2:38]OCC1.CN([CH:43]=[O:44])C. (6) Given the product [Si:25]([O:24][CH2:23][C@@H:13]([N:12]1[C:11]2[C:10]3[CH:9]=[CH:8][CH:7]=[CH:6][C:5]=3[N:4]=[CH:3][C:2]=2[N:1]=[C:35]1[CH2:34][Cl:33])[CH2:14][NH:15][C:16](=[O:22])[O:17][C:18]([CH3:21])([CH3:20])[CH3:19])([C:28]([CH3:31])([CH3:30])[CH3:29])([CH3:26])[CH3:27], predict the reactants needed to synthesize it. The reactants are: [NH2:1][C:2]1[CH:3]=[N:4][C:5]2[C:10]([C:11]=1[NH:12][C@H:13]([CH2:23][O:24][Si:25]([C:28]([CH3:31])([CH3:30])[CH3:29])([CH3:27])[CH3:26])[CH2:14][NH:15][C:16](=[O:22])[O:17][C:18]([CH3:21])([CH3:20])[CH3:19])=[CH:9][CH:8]=[CH:7][CH:6]=2.Cl.[Cl:33][CH2:34][C:35](=N)OCC.C(=O)(O)[O-].[Na+].C(Cl)(Cl)Cl. (7) Given the product [CH3:22][O:23][CH2:24][CH2:25][O:1][C:2]1[C:3]([CH3:15])=[C:4]([CH:9]=[CH:10][C:11]=1[N+:12]([O-:14])=[O:13])[C:5]([O:7][CH3:8])=[O:6], predict the reactants needed to synthesize it. The reactants are: [OH:1][C:2]1[C:3]([CH3:15])=[C:4]([CH:9]=[CH:10][C:11]=1[N+:12]([O-:14])=[O:13])[C:5]([O:7][CH3:8])=[O:6].C(=O)([O-])[O-].[K+].[K+].[CH3:22][O:23][CH2:24][CH2:25]Cl.[Cl-].[Na+].